From a dataset of Forward reaction prediction with 1.9M reactions from USPTO patents (1976-2016). Predict the product of the given reaction. Given the reactants Cl.[NH2:2][C@H:3]([C:12]1[C:17]([C:18]2[CH:19]=[CH:20][C:21]([F:27])=[C:22]([CH:26]=2)[C:23]([NH2:25])=[O:24])=[CH:16][CH:15]=[CH:14][N:13]=1)[CH2:4][C:5]1[CH:10]=[CH:9][CH:8]=[C:7]([F:11])[CH:6]=1.[O:28]=[C:29]1[N:33]([CH2:34][C:35](O)=[O:36])[C:32]2[CH:38]=[CH:39][CH:40]=[CH:41][C:31]=2[NH:30]1, predict the reaction product. The product is: [F:27][C:21]1[CH:20]=[CH:19][C:18]([C:17]2[C:12]([C@@H:3]([NH:2][C:35](=[O:36])[CH2:34][N:33]3[C:32]4[CH:38]=[CH:39][CH:40]=[CH:41][C:31]=4[NH:30][C:29]3=[O:28])[CH2:4][C:5]3[CH:10]=[CH:9][CH:8]=[C:7]([F:11])[CH:6]=3)=[N:13][CH:14]=[CH:15][CH:16]=2)=[CH:26][C:22]=1[C:23]([NH2:25])=[O:24].